This data is from Catalyst prediction with 721,799 reactions and 888 catalyst types from USPTO. The task is: Predict which catalyst facilitates the given reaction. Reactant: [CH2:1]([C:8]1([CH2:19][N:20]([CH3:22])[CH3:21])[CH2:13][CH2:12][C:11]([N:16]([CH3:18])[CH3:17])([C:14]#N)[CH2:10][CH2:9]1)[C:2]1[CH:7]=[CH:6][CH:5]=[CH:4][CH:3]=1.[C:23]1([Mg]Cl)[CH:28]=[CH:27]C=[CH:25][CH:24]=1.[NH4+].[Cl-].O. Product: [CH2:1]([C:8]1([CH2:19][N:20]([CH3:21])[CH3:22])[CH2:13][CH2:12][C:11]([N:16]([CH3:17])[CH3:18])([C:14]2[CH:27]=[CH:28][CH:23]=[CH:24][CH:25]=2)[CH2:10][CH2:9]1)[C:2]1[CH:7]=[CH:6][CH:5]=[CH:4][CH:3]=1. The catalyst class is: 1.